This data is from Peptide-MHC class I binding affinity with 185,985 pairs from IEDB/IMGT. The task is: Regression. Given a peptide amino acid sequence and an MHC pseudo amino acid sequence, predict their binding affinity value. This is MHC class I binding data. (1) The peptide sequence is SVYDFYVWM. The MHC is H-2-Kb with pseudo-sequence H-2-Kb. The binding affinity (normalized) is 1.00. (2) The peptide sequence is ATAQMALQLF. The MHC is Mamu-A02 with pseudo-sequence Mamu-A02. The binding affinity (normalized) is 1.00. (3) The peptide sequence is EISSNDNAKI. The MHC is HLA-A02:01 with pseudo-sequence HLA-A02:01. The binding affinity (normalized) is 0.424.